The task is: Predict the reaction yield, written as a fraction of the theoretical maximum amount of product (1.0 means a 100% yield; for example, 0.34 means a 34% yield).. This data is from Reaction yield outcomes from USPTO patents with 853,638 reactions. The yield is 0.960. The reactants are [CH3:1][C:2]([CH3:38])([CH3:37])[C:3](=[O:36])[CH2:4][O:5][C:6]1[CH:11]=[CH:10][C:9]([C:12]([C:17]2[O:18][C:19]3[CH:25]=[CH:24][C:23]([C:26]([NH:28][C:29]([CH3:34])([CH3:33])[C:30]([OH:32])=[O:31])=[O:27])=[CH:22][C:20]=3[CH:21]=2)([CH2:15][CH3:16])[CH2:13][CH3:14])=[CH:8][C:7]=1[CH3:35].[BH4-].[Na+]. The catalyst is C1COCC1. The product is [CH2:13]([C:12]([C:17]1[O:18][C:19]2[CH:25]=[CH:24][C:23]([C:26]([NH:28][C:29]([CH3:33])([CH3:34])[C:30]([OH:32])=[O:31])=[O:27])=[CH:22][C:20]=2[CH:21]=1)([C:9]1[CH:10]=[CH:11][C:6]([O:5][CH2:4][CH:3]([OH:36])[C:2]([CH3:38])([CH3:37])[CH3:1])=[C:7]([CH3:35])[CH:8]=1)[CH2:15][CH3:16])[CH3:14].